From a dataset of Forward reaction prediction with 1.9M reactions from USPTO patents (1976-2016). Predict the product of the given reaction. (1) Given the reactants [CH2:1]([O:3][C:4](=[O:37])[C:5]([O:8][C:9]1[CH:14]=[CH:13][C:12]([O:15][CH2:16][C:17]2[N:21](CC=C)[C:20](=[O:25])[N:19]([C:26]3[CH:31]=[CH:30][C:29]([C:32]([F:35])([F:34])[F:33])=[CH:28][CH:27]=3)[N:18]=2)=[CH:11][C:10]=1[CH3:36])([CH3:7])[CH3:6])[CH3:2].C(N(CC)CC)C.C(O)=O, predict the reaction product. The product is: [CH2:1]([O:3][C:4](=[O:37])[C:5]([CH3:7])([O:8][C:9]1[CH:14]=[CH:13][C:12]([O:15][CH2:16][C:17]2[NH:21][C:20](=[O:25])[N:19]([C:26]3[CH:27]=[CH:28][C:29]([C:32]([F:34])([F:35])[F:33])=[CH:30][CH:31]=3)[N:18]=2)=[CH:11][C:10]=1[CH3:36])[CH3:6])[CH3:2]. (2) Given the reactants [CH3:1][N:2]1[C:6]([O:7][C:8]2[CH:13]=[CH:12][CH:11]=[C:10]([CH2:14][NH2:15])[N:9]=2)=[CH:5][C:4]([C:16]([F:19])([F:18])[F:17])=[N:3]1.C(N(C(C)C)CC)(C)C.[C:29](Cl)(=[O:33])[CH:30]=[CH:31][CH3:32], predict the reaction product. The product is: [CH3:1][N:2]1[C:6]([O:7][C:8]2[CH:13]=[CH:12][CH:11]=[C:10]([CH:14]([C:29](=[O:33])[CH:30]=[CH:31][CH3:32])[NH2:15])[N:9]=2)=[CH:5][C:4]([C:16]([F:19])([F:17])[F:18])=[N:3]1. (3) The product is: [CH2:1]([C@H:8]1[N:13]([C:14]([C:16]2[N:17]=[CH:18][N:19]([CH:27]3[CH2:31][CH2:30][NH:29][CH2:28]3)[C:20]=2[C:21]2[CH:26]=[CH:25][CH:24]=[CH:23][CH:22]=2)=[O:15])[CH2:12][CH2:11][N:10]([C:39]([O:41][C:42]([CH3:45])([CH3:44])[CH3:43])=[O:40])[CH2:9]1)[C:2]1[CH:7]=[CH:6][CH:5]=[CH:4][CH:3]=1. Given the reactants [CH2:1]([C@H:8]1[N:13]([C:14]([C:16]2[N:17]=[CH:18][N:19]([CH:27]3[CH2:31][CH2:30][N:29](CC4C=CC=CC=4)[CH2:28]3)[C:20]=2[C:21]2[CH:26]=[CH:25][CH:24]=[CH:23][CH:22]=2)=[O:15])[CH2:12][CH2:11][N:10]([C:39]([O:41][C:42]([CH3:45])([CH3:44])[CH3:43])=[O:40])[CH2:9]1)[C:2]1[CH:7]=[CH:6][CH:5]=[CH:4][CH:3]=1, predict the reaction product. (4) Given the reactants Br[C:2]1[CH:22]=[CH:21][C:5]2[NH:6][C:7]([NH:9][C:10]3[CH:11]=[CH:12][CH:13]=[C:14]4[C:19]=3[CH:18]=[C:17]([OH:20])[CH:16]=[CH:15]4)=[N:8][C:4]=2[CH:3]=1.[C:23]1(B(O)O)[CH:28]=[CH:27][CH:26]=[CH:25][CH:24]=1.C([O-])([O-])=O.[Na+].[Na+].O.C(COC)OC, predict the reaction product. The product is: [C:23]1([C:2]2[CH:22]=[CH:21][C:5]3[NH:6][C:7]([NH:9][C:10]4[CH:11]=[CH:12][CH:13]=[C:14]5[C:19]=4[CH:18]=[C:17]([OH:20])[CH:16]=[CH:15]5)=[N:8][C:4]=3[CH:3]=2)[CH:28]=[CH:27][CH:26]=[CH:25][CH:24]=1. (5) Given the reactants [Cl:1][C:2]1[S:3][C:4]([C:21]([N:23]([C:27]2[CH:32]=[CH:31][CH:30]=[C:29]([C:33]#[N:34])[C:28]=2[Cl:35])[CH:24]2[CH2:26][CH2:25]2)=[O:22])=[CH:5][C:6]=1[N:7]1[C:12](=[O:13])[C:11]2=[C:14]([C:17]([OH:19])=O)[S:15][CH:16]=[C:10]2[NH:9][C:8]1=[O:20].O[N:37]1C2C=CC=CC=2N=N1.[Cl-].[NH4+].Cl.C(N=C=NCCCN(C)C)C, predict the reaction product. The product is: [Cl:1][C:2]1[S:3][C:4]([C:21]([N:23]([C:27]2[CH:32]=[CH:31][CH:30]=[C:29]([C:33]#[N:34])[C:28]=2[Cl:35])[CH:24]2[CH2:26][CH2:25]2)=[O:22])=[CH:5][C:6]=1[N:7]1[C:12](=[O:13])[C:11]2=[C:14]([C:17]([NH2:37])=[O:19])[S:15][CH:16]=[C:10]2[NH:9][C:8]1=[O:20].